From a dataset of Reaction yield outcomes from USPTO patents with 853,638 reactions. Predict the reaction yield, written as a fraction of the theoretical maximum amount of product (1.0 means a 100% yield; for example, 0.34 means a 34% yield). (1) The reactants are [OH-].[Na+].C[O:4][C:5](=[O:15])[C:6]1[CH:11]=[CH:10][C:9]([C:12]#[N:13])=[C:8]([Br:14])[CH:7]=1.Cl. The catalyst is C1COCC1.CO.O. The product is [Br:14][C:8]1[CH:7]=[C:6]([CH:11]=[CH:10][C:9]=1[C:12]#[N:13])[C:5]([OH:15])=[O:4]. The yield is 0.890. (2) The reactants are [O:1]1[C:5]2([CH2:10][CH2:9][CH2:8][CH2:7][CH2:6]2)[O:4][CH2:3][C@@H:2]1[CH:11]=[N:12][OH:13].[Cl:14]N1C(=O)CCC1=O.O. The catalyst is CN(C=O)C. The product is [OH:13][N:12]=[C:11]([Cl:14])[C@H:2]1[CH2:3][O:4][C:5]2([CH2:10][CH2:9][CH2:8][CH2:7][CH2:6]2)[O:1]1. The yield is 0.966.